From a dataset of Catalyst prediction with 721,799 reactions and 888 catalyst types from USPTO. Predict which catalyst facilitates the given reaction. (1) Reactant: [Br:1][C:2]1[C:11]2[O:10][CH2:9][CH2:8][CH2:7][C:6]=2[C:5]([S:12](Cl)(=[O:14])=[O:13])=[CH:4][CH:3]=1.Cl.[F:17][C:18]([F:23])([F:22])[C@@H:19]([NH2:21])[CH3:20]. Product: [Br:1][C:2]1[C:11]2[O:10][CH2:9][CH2:8][CH2:7][C:6]=2[C:5]([S:12]([NH:21][C@@H:19]([CH3:20])[C:18]([F:23])([F:22])[F:17])(=[O:14])=[O:13])=[CH:4][CH:3]=1. The catalyst class is: 17. (2) Reactant: [C:1]1([CH2:11][O:12][C:13]2[CH:18]=[CH:17][C:16]([CH2:19]O)=[CH:15][CH:14]=2)[C:10]2[C:5](=[CH:6][CH:7]=[CH:8][CH:9]=2)[CH:4]=[CH:3][CH:2]=1.N1C=CC=CC=1.P(Br)(Br)[Br:28]. Product: [Br:28][CH2:19][C:16]1[CH:17]=[CH:18][C:13]([O:12][CH2:11][C:1]2[C:10]3[C:5](=[CH:6][CH:7]=[CH:8][CH:9]=3)[CH:4]=[CH:3][CH:2]=2)=[CH:14][CH:15]=1. The catalyst class is: 11. (3) Reactant: [CH3:1][O:2][C:3]1[N:13]=[CH:12][C:11]2[S:10][CH2:9][CH2:8][NH:7][CH2:6][C:5]=2[CH:4]=1.[F:14][C:15]1[CH:24]=[C:23]([CH:25]=O)[CH:22]=[CH:21][C:16]=1[C:17]([O:19][CH3:20])=[O:18].C(O[BH-](OC(=O)C)OC(=O)C)(=O)C.[Na+]. Product: [F:14][C:15]1[CH:24]=[C:23]([CH2:25][N:7]2[CH2:6][C:5]3[CH:4]=[C:3]([O:2][CH3:1])[N:13]=[CH:12][C:11]=3[S:10][CH2:9][CH2:8]2)[CH:22]=[CH:21][C:16]=1[C:17]([O:19][CH3:20])=[O:18]. The catalyst class is: 26.